Dataset: Full USPTO retrosynthesis dataset with 1.9M reactions from patents (1976-2016). Task: Predict the reactants needed to synthesize the given product. (1) Given the product [CH2:7]([O:9][CH:10]([N:4]1[CH:3]=[C:2]([I:1])[CH:6]=[N:5]1)[CH3:11])[CH3:8], predict the reactants needed to synthesize it. The reactants are: [I:1][C:2]1[CH:3]=[N:4][NH:5][CH:6]=1.[CH:7]([O:9][CH2:10][CH3:11])=[CH2:8].Cl. (2) The reactants are: [C:1]([C:4]1[C:9]2=[N:10][C:11]([N:15]3[CH2:20][CH2:19][O:18][CH2:17][CH2:16]3)=[CH:12][C:13](=[O:14])[N:8]2[CH:7]=[C:6]([CH3:21])[CH:5]=1)(=[O:3])[CH3:2].[BH4-].[Na+].O. Given the product [OH:3][CH:1]([C:4]1[C:9]2=[N:10][C:11]([N:15]3[CH2:20][CH2:19][O:18][CH2:17][CH2:16]3)=[CH:12][C:13](=[O:14])[N:8]2[CH:7]=[C:6]([CH3:21])[CH:5]=1)[CH3:2], predict the reactants needed to synthesize it. (3) Given the product [CH3:33][O:34][C:29]([CH:28]1[CH:27]([C@H:26]([CH3:30])[CH2:25][O:24][Si:17]([C:20]([CH3:21])([CH3:22])[CH3:23])([CH3:19])[CH3:18])[CH2:9][N:8]([CH2:1][C:2]2[CH:3]=[CH:4][CH:5]=[CH:6][CH:7]=2)[CH2:14]1)=[O:40], predict the reactants needed to synthesize it. The reactants are: [CH2:1]([N:8]([CH2:14]OC)[CH2:9][Si](C)(C)C)[C:2]1[CH:7]=[CH:6][CH:5]=[CH:4][CH:3]=1.[Si:17]([O:24][CH2:25][C@@H:26]([CH3:30])/[CH:27]=[CH:28]/[CH3:29])([C:20]([CH3:23])([CH3:22])[CH3:21])([CH3:19])[CH3:18].FC(F)(F)[C:33](O)=[O:34].O.C(=O)(O)[O-:40].[Na+].